This data is from Catalyst prediction with 721,799 reactions and 888 catalyst types from USPTO. The task is: Predict which catalyst facilitates the given reaction. (1) Reactant: [Cl:1][C:2]1[O:6][N:5]=[C:4]([C:7]([OH:9])=O)[CH:3]=1.C(Cl)(=O)C(Cl)=O.[CH2:16]([O:18][C:19](=[O:25])[CH:20]=[CH:21][N:22]([CH3:24])[CH3:23])[CH3:17].C(N(CC)CC)C. Product: [CH2:16]([O:18][C:19](=[O:25])[C:20]([C:7]([C:4]1[CH:3]=[C:2]([Cl:1])[O:6][N:5]=1)=[O:9])=[CH:21][N:22]([CH3:24])[CH3:23])[CH3:17]. The catalyst class is: 120. (2) Reactant: [C:1]([CH2:3][CH2:4][NH:5][C:6](=O)[CH2:7][N:8]1[CH:12]=[C:11]([C:13]2[CH:22]=[CH:21][CH:20]=[C:19]3[C:14]=2[CH2:15][CH2:16][CH2:17][N:18]3[C:23](=[O:36])[CH2:24][CH2:25][CH2:26][O:27][C:28]2[CH:33]=[CH:32][CH:31]=[C:30]([CH3:34])[C:29]=2[CH3:35])[CH:10]=[N:9]1)#[N:2].N1C=CC=CC=1.P(Cl)(Cl)(Cl)(Cl)Cl.C[Si]([N:54]=[N+:55]=[N-:56])(C)C. Product: [CH3:35][C:29]1[C:30]([CH3:34])=[CH:31][CH:32]=[CH:33][C:28]=1[O:27][CH2:26][CH2:25][CH2:24][C:23]([N:18]1[C:19]2[C:14](=[C:13]([C:11]3[CH:10]=[N:9][N:8]([CH2:7][C:6]4[N:5]([CH2:4][CH2:3][C:1]#[N:2])[N:56]=[N:55][N:54]=4)[CH:12]=3)[CH:22]=[CH:21][CH:20]=2)[CH2:15][CH2:16][CH2:17]1)=[O:36]. The catalyst class is: 2. (3) Reactant: [O-]CC.[Na+].[C:5]([O:12][CH2:13][CH3:14])(=[O:11])[C:6]([O:8]CC)=O.[CH3:15][C:16]1[CH:21]=[CH:20][N:19]=[CH:18][C:17]=1[N+:22]([O-:24])=[O:23]. Product: [N+:22]([C:17]1[CH:18]=[N:19][CH:20]=[CH:21][C:16]=1[CH2:15][C:6](=[O:8])[C:5]([O:12][CH2:13][CH3:14])=[O:11])([O-:24])=[O:23]. The catalyst class is: 11.